Dataset: Forward reaction prediction with 1.9M reactions from USPTO patents (1976-2016). Task: Predict the product of the given reaction. (1) Given the reactants [Cl:1][C:2]1[CH:7]=[C:6]2[NH:8][C:9](=[O:32])[C:10]3([CH:15]([C:16]4[CH:21]=[CH:20][CH:19]=[C:18]([Cl:22])[CH:17]=4)[CH2:14][C:13](=[O:23])[NH:12][CH:11]3[C:24]3[CH:29]=[C:28]([F:30])[CH:27]=[CH:26][C:25]=3[CH3:31])[C:5]2=[CH:4][CH:3]=1.[CH3:33][O:34][CH:35]([Si:37]([CH3:40])([CH3:39])[CH3:38])[CH3:36].[H-].[Li+].[Cl:43][CH2:44][CH2:45][CH2:46]I, predict the reaction product. The product is: [Cl:1][C:2]1[CH:7]=[C:6]2[NH:8][C:9](=[O:32])[C:10]3([CH:15]([C:16]4[CH:21]=[CH:20][CH:19]=[C:18]([Cl:22])[CH:17]=4)[CH2:14][C:13](=[O:23])[N:12]([CH2:46][CH2:45][CH2:44][Cl:43])[CH:11]3[C:24]3[CH:29]=[C:28]([F:30])[CH:27]=[CH:26][C:25]=3[CH3:31])[C:5]2=[CH:4][CH:3]=1.[CH3:33][O:34][CH:35]([Si:37]([CH3:40])([CH3:39])[CH3:38])[CH3:36]. (2) Given the reactants [F:1][C:2]1[CH:3]=[C:4]([CH:7]=[CH:8][C:9]=1[N:10]1[CH2:15][CH2:14][NH:13][CH2:12][CH2:11]1)[C:5]#[N:6].[F:16][C:17]([F:33])([F:32])[C:18]1[O:22][N:21]=[C:20]([C:23]2[CH:24]=[C:25]([CH:29]=[CH:30][CH:31]=2)[C:26](O)=[O:27])[N:19]=1, predict the reaction product. The product is: [F:1][C:2]1[CH:3]=[C:4]([CH:7]=[CH:8][C:9]=1[N:10]1[CH2:15][CH2:14][N:13]([C:26](=[O:27])[C:25]2[CH:29]=[CH:30][CH:31]=[C:23]([C:20]3[N:19]=[C:18]([C:17]([F:33])([F:32])[F:16])[O:22][N:21]=3)[CH:24]=2)[CH2:12][CH2:11]1)[C:5]#[N:6]. (3) Given the reactants CC(OI1(OC(C)=O)(OC(C)=O)OC(=O)C2C=CC=CC1=2)=O.[C:23]([O:27][C:28]([N:30]1[CH2:35][C@H:34]2[C@H:32]([CH2:33]2)[C@H:31]1[CH2:36][OH:37])=[O:29])([CH3:26])([CH3:25])[CH3:24].C([O-])(O)=O.[Na+], predict the reaction product. The product is: [C:23]([O:27][C:28]([N:30]1[CH2:35][C@H:34]2[C@H:32]([CH2:33]2)[C@H:31]1[CH:36]=[O:37])=[O:29])([CH3:26])([CH3:25])[CH3:24]. (4) Given the reactants [Cl:1][C:2]1[CH:7]=[CH:6][C:5]([C@H:8]([NH2:11])[CH2:9][CH3:10])=[C:4]([F:12])[C:3]=1[O:13][C:14]1[CH:19]=[CH:18][CH:17]=[CH:16][CH:15]=1.[C:20]([O:26][CH3:27])(=[O:25])[CH2:21][C:22]([CH3:24])=O.C(O)(=O)C, predict the reaction product. The product is: [CH3:27][O:26][C:20](=[O:25])/[CH:21]=[C:22](\[NH:11][C@@H:8]([C:5]1[CH:6]=[CH:7][C:2]([Cl:1])=[C:3]([O:13][C:14]2[CH:15]=[CH:16][CH:17]=[CH:18][CH:19]=2)[C:4]=1[F:12])[CH2:9][CH3:10])/[CH3:24]. (5) Given the reactants [Br:1]N1C(=O)CCC1=O.[F:9][C:10]1[CH:15]=[CH:14][C:13]([CH3:16])=[CH:12][N:11]=1, predict the reaction product. The product is: [Br:1][CH2:16][C:13]1[CH:14]=[CH:15][C:10]([F:9])=[N:11][CH:12]=1. (6) Given the reactants [F:1][C:2]1[C:10]([F:11])=[CH:9][C:5]([C:6]([OH:8])=O)=[C:4]([NH:12][CH2:13][CH:14]([CH3:16])[CH3:15])[CH:3]=1.CCN=C=NCCCN(C)C.C1C=CC2N(O)N=NC=2C=1.CCN(C(C)C)C(C)C.Cl.[CH3:48][C:49]([NH2:55])([CH:52]([CH3:54])[CH3:53])[C:50]#[CH:51], predict the reaction product. The product is: [CH3:48][C:49]([NH:55][C:6](=[O:8])[C:5]1[CH:9]=[C:10]([F:11])[C:2]([F:1])=[CH:3][C:4]=1[NH:12][CH2:13][CH:14]([CH3:16])[CH3:15])([CH:52]([CH3:54])[CH3:53])[C:50]#[CH:51]. (7) Given the reactants Cl.N[C:3]1[CH:12]=[CH:11][C:6]([C:7]([O:9][CH3:10])=[O:8])=[CH:5][C:4]=1[OH:13].N([O-])=O.[Na+].[I-:18].[K+], predict the reaction product. The product is: [OH:13][C:4]1[CH:5]=[C:6]([CH:11]=[CH:12][C:3]=1[I:18])[C:7]([O:9][CH3:10])=[O:8]. (8) Given the reactants ClC(Cl)(OC(=O)OC(Cl)(Cl)Cl)Cl.[O:13]1[C:22]2[C:17](=[CH:18][CH:19]=[CH:20][CH:21]=2)[CH:16](O)[CH2:15][CH2:14]1.[SH:24][C:25]1[N:29]=[CH:28][NH:27][N:26]=1.C(=O)([O-])[O-].[K+].[K+], predict the reaction product. The product is: [O:13]1[C:22]2[C:17](=[CH:18][CH:19]=[CH:20][CH:21]=2)[CH:16]([S:24][C:25]2[N:29]=[CH:28][NH:27][N:26]=2)[CH2:15][CH2:14]1.